Dataset: Full USPTO retrosynthesis dataset with 1.9M reactions from patents (1976-2016). Task: Predict the reactants needed to synthesize the given product. (1) Given the product [CH2:15]([N:7]1[C:6]2[CH:5]=[CH:4][CH:3]=[C:2]([Br:1])[C:11]=2[O:10][CH2:9][C:8]1=[O:12])[C:16]1[CH:21]=[CH:20][CH:19]=[CH:18][CH:17]=1, predict the reactants needed to synthesize it. The reactants are: [Br:1][C:2]1[C:11]2[O:10][CH2:9][C:8](=[O:12])[NH:7][C:6]=2[CH:5]=[CH:4][CH:3]=1.[H-].[Na+].[CH2:15](Br)[C:16]1[CH:21]=[CH:20][CH:19]=[CH:18][CH:17]=1. (2) Given the product [CH2:23]([S:25]([C:28]1[CH:38]=[CH:37][C:31]2[CH2:32][CH2:33][N:34]([CH2:21][CH2:20][CH2:19][CH2:18][S:17][C:3]3[N:2]([CH3:1])[C:6]([C:7]4[CH:8]=[C:9]5[C:14](=[CH:15][CH:16]=4)[N:13]=[CH:12][CH:11]=[CH:10]5)=[N:5][N:4]=3)[CH2:35][CH2:36][C:30]=2[CH:29]=1)(=[O:26])=[O:27])[CH3:24], predict the reactants needed to synthesize it. The reactants are: [CH3:1][N:2]1[C:6]([C:7]2[CH:8]=[C:9]3[C:14](=[CH:15][CH:16]=2)[N:13]=[CH:12][CH:11]=[CH:10]3)=[N:5][N:4]=[C:3]1[S:17][CH2:18][CH2:19][CH2:20][CH:21]=O.[CH2:23]([S:25]([C:28]1[CH:38]=[CH:37][C:31]2[CH2:32][CH2:33][NH:34][CH2:35][CH2:36][C:30]=2[CH:29]=1)(=[O:27])=[O:26])[CH3:24].C(O[BH-](OC(=O)C)OC(=O)C)(=O)C.[Na+]. (3) Given the product [F:24][C:19]1[C:20]([O:22][CH3:23])=[N:21][C:16]([N:13]2[CH2:12][CH:11]3[C:7]([C:2]4[CH:3]=[N:4][CH:5]=[CH:6][N:1]=4)([NH:8][O:9][CH2:10]3)[CH2:14]2)=[N:17][C:18]=1[CH3:25], predict the reactants needed to synthesize it. The reactants are: [N:1]1[CH:6]=[CH:5][N:4]=[CH:3][C:2]=1[C:7]12[CH2:14][NH:13][CH2:12][CH:11]1[CH2:10][O:9][NH:8]2.Cl[C:16]1[N:21]=[C:20]([O:22][CH3:23])[C:19]([F:24])=[C:18]([CH3:25])[N:17]=1.C(N(C(C)C)CC)(C)C.